Dataset: Reaction yield outcomes from USPTO patents with 853,638 reactions. Task: Predict the reaction yield, written as a fraction of the theoretical maximum amount of product (1.0 means a 100% yield; for example, 0.34 means a 34% yield). (1) The yield is 0.330. No catalyst specified. The reactants are [OH-:1].[Na+].[CH:3]([NH:6][CH2:7][C:8]([CH3:11])([NH2:10])[CH3:9])([CH3:5])[CH3:4].[CH:12](Cl)(Cl)Cl.[CH2:16]([C:18]([CH3:20])=O)[CH3:17]. The product is [CH:3]([N:6]1[CH2:7][C:8]([CH3:11])([CH3:9])[NH:10][C:18]([CH2:16][CH3:17])([CH3:12])[C:20]1=[O:1])([CH3:5])[CH3:4]. (2) The reactants are [Br:1][C:2]1[N:7]=[CH:6][C:5]2[N:8]=[C:9]([CH:14]([OH:16])[CH3:15])[N:10]([CH:11]([CH3:13])[CH3:12])[C:4]=2[CH:3]=1.[O:17]1[CH:22]=[CH:21][CH2:20][CH2:19][CH2:18]1.C1(C)C=CC(S(O)(=O)=O)=CC=1. The catalyst is O1CCCC1. The product is [Br:1][C:2]1[N:7]=[CH:6][C:5]2[N:8]=[C:9]([CH:14]([O:16][CH:18]3[CH2:19][CH2:20][CH2:21][CH2:22][O:17]3)[CH3:15])[N:10]([CH:11]([CH3:12])[CH3:13])[C:4]=2[CH:3]=1. The yield is 0.790. (3) The reactants are [CH3:1][C:2]1[CH:7]=[CH:6][C:5]([S:8]([N:11]([C@H:16]([C:41]([NH2:43])=[O:42])[CH2:17][CH2:18][CH2:19][CH2:20][NH:21][C:22]([C@@H:24]([NH:32][S:33]([C:36]2[S:40][CH:39]=[CH:38][CH:37]=2)(=[O:35])=[O:34])[CH2:25][C:26]2[CH:31]=[CH:30][CH:29]=[CH:28][CH:27]=2)=[O:23])[CH2:12][CH:13]([CH3:15])[CH3:14])(=[O:10])=[O:9])=[CH:4][CH:3]=1.[CH2:44]([CH2:46]N)[OH:45]. The catalyst is C(O)C. The product is [CH3:1][C:2]1[CH:3]=[CH:4][C:5]([S:8]([N:11]([C@H:16]([C:41]([NH:43][CH2:46][CH2:44][OH:45])=[O:42])[CH2:17][CH2:18][CH2:19][CH2:20][NH:21][C:22]([C@@H:24]([NH:32][S:33]([C:36]2[S:40][CH:39]=[CH:38][CH:37]=2)(=[O:34])=[O:35])[CH2:25][C:26]2[CH:31]=[CH:30][CH:29]=[CH:28][CH:27]=2)=[O:23])[CH2:12][CH:13]([CH3:15])[CH3:14])(=[O:9])=[O:10])=[CH:6][CH:7]=1. The yield is 0.210. (4) The reactants are [O:1]1[C:5]2[CH:6]=[CH:7][C:8](B(O)O)=[CH:9][C:4]=2[CH2:3][CH2:2]1.I[C:14]1[C:22]2[C:17](=[N:18][CH:19]=[N:20][C:21]=2[NH2:23])[N:16]([CH:24]([CH3:26])[CH3:25])[N:15]=1.C([O-])([O-])=O.[Na+].[Na+]. The catalyst is CCO.COCCOC.C1C=CC([P]([Pd]([P](C2C=CC=CC=2)(C2C=CC=CC=2)C2C=CC=CC=2)([P](C2C=CC=CC=2)(C2C=CC=CC=2)C2C=CC=CC=2)[P](C2C=CC=CC=2)(C2C=CC=CC=2)C2C=CC=CC=2)(C2C=CC=CC=2)C2C=CC=CC=2)=CC=1. The product is [O:1]1[C:5]2[CH:6]=[CH:7][C:8]([C:14]3[C:22]4[C:17](=[N:18][CH:19]=[N:20][C:21]=4[NH2:23])[N:16]([CH:24]([CH3:26])[CH3:25])[N:15]=3)=[CH:9][C:4]=2[CH2:3][CH2:2]1. The yield is 0.590. (5) The reactants are Cl[C:2]1[N:7]=[C:6]([N:8]2[CH2:13][CH2:12][O:11][CH2:10][CH2:9]2)[N:5]=[C:4]([C:14]2[CH:19]=[CH:18][C:17]([NH:20][C:21]([NH:23][CH3:24])=[O:22])=[CH:16][CH:15]=2)[N:3]=1.CC1(C)C(C)(C)OB([C:33]2[CH:39]=[CH:38][C:36]([NH2:37])=[CH:35][CH:34]=2)O1. No catalyst specified. The product is [NH2:37][C:36]1[CH:38]=[CH:39][C:33]([C:2]2[N:7]=[C:6]([N:8]3[CH2:13][CH2:12][O:11][CH2:10][CH2:9]3)[N:5]=[C:4]([C:14]3[CH:19]=[CH:18][C:17]([NH:20][C:21]([NH:23][CH3:24])=[O:22])=[CH:16][CH:15]=3)[N:3]=2)=[CH:34][CH:35]=1. The yield is 0.450. (6) The reactants are [C:1]([C:5]1[CH:17]=[CH:16][C:15]2[C:14]3[C:9](=[CH:10][C:11]([C:18]([CH3:21])([CH3:20])[CH3:19])=[CH:12][CH:13]=3)[CH2:8][C:7]=2[CH:6]=1)([CH3:4])([CH3:3])[CH3:2].C([Li])CCC.[C:27]([C:31]1[CH:32]=[C:33]([CH3:49])[C:34](=[C:36]([C:43]2[CH:48]=[CH:47][CH:46]=[CH:45][CH:44]=2)[C:37]2[CH:42]=[CH:41][CH:40]=[CH:39][CH:38]=2)[CH:35]=1)([CH3:30])([CH3:29])[CH3:28].Cl. The catalyst is C(OCC)C.CCCCCC. The product is [C:27]([C:31]1[CH:32]=[C:33]([CH3:49])[CH:34]([C:36]([C:10]2[C:9]3[CH2:8][C:7]4[C:15](=[CH:16][CH:17]=[C:5]([C:1]([CH3:4])([CH3:3])[CH3:2])[CH:6]=4)[C:14]=3[CH:13]=[CH:12][C:11]=2[C:18]([CH3:21])([CH3:20])[CH3:19])([C:37]2[CH:38]=[CH:39][CH:40]=[CH:41][CH:42]=2)[C:43]2[CH:44]=[CH:45][CH:46]=[CH:47][CH:48]=2)[CH:35]=1)([CH3:28])([CH3:29])[CH3:30]. The yield is 0.310.